Task: Predict the product of the given reaction.. Dataset: Forward reaction prediction with 1.9M reactions from USPTO patents (1976-2016) (1) Given the reactants C([Li])CCC.[Br:6][C:7]1[CH:8]=[N:9][CH:10]=[CH:11][CH:12]=1.[CH3:13][C:14]([CH3:16])=[O:15].C(OC(=O)C)C, predict the reaction product. The product is: [Br:6][C:7]1[CH:8]=[N:9][CH:10]=[CH:11][C:12]=1[C:14]([OH:15])([CH3:16])[CH3:13]. (2) Given the reactants [NH2:1][CH:2]([C:6]1[N:15]([CH2:16][C:17]2[CH:22]=[CH:21][CH:20]=[CH:19][CH:18]=2)[C:14](=[O:23])[C:13]2[C:8](=[CH:9][C:10]([Cl:24])=[CH:11][CH:12]=2)[N:7]=1)[CH:3]([CH3:5])[CH3:4].[CH3:25][O:26][CH:27]([O:30][CH3:31])[CH2:28]Br.C(=O)([O-])[O-].[K+].[K+], predict the reaction product. The product is: [CH2:16]([N:15]1[C:14](=[O:23])[C:13]2[C:8](=[CH:9][C:10]([Cl:24])=[CH:11][CH:12]=2)[N:7]=[C:6]1[CH:2]([NH:1][CH2:28][CH:27]([O:30][CH3:31])[O:26][CH3:25])[CH:3]([CH3:5])[CH3:4])[C:17]1[CH:18]=[CH:19][CH:20]=[CH:21][CH:22]=1. (3) Given the reactants Br[Mg][C:3]#[CH:4].[Si:5]([O:12][CH2:13][CH2:14][C:15](=[O:20])[C:16]([O:18][CH3:19])=[O:17])([C:8]([CH3:11])([CH3:10])[CH3:9])([CH3:7])[CH3:6], predict the reaction product. The product is: [Si:5]([O:12][CH2:13][CH2:14][C:15]([OH:20])([C:3]#[CH:4])[C:16]([O:18][CH3:19])=[O:17])([C:8]([CH3:10])([CH3:9])[CH3:11])([CH3:7])[CH3:6]. (4) The product is: [F:25][C:16]1[CH:15]=[C:14]([CH:19]=[CH:18][C:17]=1[NH:20][S:21]([CH3:24])(=[O:23])=[O:22])[CH2:13][NH:12][C:10](=[O:11])[CH:9]=[CH:8][C:7]1[C:2]([O:30][C:31]2[CH:32]=[N:33][CH:34]=[CH:35][CH:36]=2)=[N:3][C:4]([C:26]([F:29])([F:28])[F:27])=[CH:5][CH:6]=1. Given the reactants Cl[C:2]1[C:7]([CH:8]=[CH:9][C:10]([NH:12][CH2:13][C:14]2[CH:19]=[CH:18][C:17]([NH:20][S:21]([CH3:24])(=[O:23])=[O:22])=[C:16]([F:25])[CH:15]=2)=[O:11])=[CH:6][CH:5]=[C:4]([C:26]([F:29])([F:28])[F:27])[N:3]=1.[OH:30][C:31]1[CH:32]=[N:33][CH:34]=[CH:35][CH:36]=1.C(=O)([O-])[O-].[K+].[K+], predict the reaction product. (5) Given the reactants [Br-].[C:2]([C:5]1[CH:6]=[N+:7]([CH2:25][C:26]2[CH:31]=[CH:30][C:29]([Cl:32])=[CH:28][CH:27]=2)[CH:8]=[CH:9][C:10]=1[CH2:11][CH:12]1[CH2:21][CH2:20][C:19]2[C:14](=[CH:15][CH:16]=[C:17]([O:22][CH3:23])[CH:18]=2)[C:13]1=[O:24])(=[O:4])[CH3:3].C(NC(=O)C1CC=CNC=1)C1C=CC=CC=1.O, predict the reaction product. The product is: [C:2]([C:5]1[CH:10]([CH2:11][CH:12]2[CH2:21][CH2:20][C:19]3[C:14](=[CH:15][CH:16]=[C:17]([O:22][CH3:23])[CH:18]=3)[C:13]2=[O:24])[CH:9]=[CH:8][N:7]([CH2:25][C:26]2[CH:31]=[CH:30][C:29]([Cl:32])=[CH:28][CH:27]=2)[CH:6]=1)(=[O:4])[CH3:3].